From a dataset of Catalyst prediction with 721,799 reactions and 888 catalyst types from USPTO. Predict which catalyst facilitates the given reaction. (1) The catalyst class is: 8. Product: [Cl:1][C:2]1[N:7]=[CH:6][C:5]([CH2:8][N:9]([CH2:10][CH3:11])[C:14]([S:13][CH3:12])=[CH:15][N+:16]([O-:18])=[O:17])=[CH:4][CH:3]=1. Reactant: [Cl:1][C:2]1[N:7]=[CH:6][C:5]([CH2:8][NH:9][CH:10]=[CH2:11])=[CH:4][CH:3]=1.[CH3:12][S:13][C:14](SC)=[CH:15][N+:16]([O-:18])=[O:17]. (2) Reactant: Cl.C([O:6][C:7]([C:9]1([C:12]2[CH:17]=[CH:16][C:15]([NH:18]C(OC(C)(C)C)=O)=[CH:14][CH:13]=2)[CH2:11][CH2:10]1)=[O:8])(C)(C)C. Product: [NH2:18][C:15]1[CH:14]=[CH:13][C:12]([C:9]2([C:7]([OH:8])=[O:6])[CH2:11][CH2:10]2)=[CH:17][CH:16]=1. The catalyst class is: 12. (3) The catalyst class is: 2. Product: [C:6]([O:9][CH2:10][CH:11]1[CH2:15][C:14]2[C:16]3[C:23]([C:24]([O:26][CH3:27])=[O:25])=[C:22]([C:28]4[CH:33]=[CH:32][C:31]([F:34])=[CH:30][CH:29]=4)[O:21][C:17]=3[CH:18]=[C:19]([NH:20][S:2]([CH3:1])(=[O:4])=[O:3])[C:13]=2[O:12]1)(=[O:8])[CH3:7]. Reactant: [CH3:1][S:2](Cl)(=[O:4])=[O:3].[C:6]([O:9][CH2:10][CH:11]1[CH2:15][C:14]2[C:16]3[C:23]([C:24]([O:26][CH3:27])=[O:25])=[C:22]([C:28]4[CH:33]=[CH:32][C:31]([F:34])=[CH:30][CH:29]=4)[O:21][C:17]=3[CH:18]=[C:19]([NH2:20])[C:13]=2[O:12]1)(=[O:8])[CH3:7].CCN(CC)CC. (4) Reactant: [CH3:1][N:2]1[C:6]([N:7]([C:15]([O:17]CC(Cl)(Cl)Cl)=O)C(OC(Cl)(Cl)Cl)=O)=[CH:5][CH:4]=[N:3]1.[F:23][C:24]1[CH:29]=[CH:28][CH:27]=[CH:26][C:25]=1[C:30]1[N:31]=[C:32]([N:35]2[CH2:40][CH2:39][NH:38][CH2:37][CH2:36]2)[S:33][CH:34]=1.C(N(C(C)C)CC)(C)C.O. The catalyst class is: 16. Product: [F:23][C:24]1[CH:29]=[CH:28][CH:27]=[CH:26][C:25]=1[C:30]1[N:31]=[C:32]([N:35]2[CH2:36][CH2:37][N:38]([C:15]([NH:7][C:6]3[N:2]([CH3:1])[N:3]=[CH:4][CH:5]=3)=[O:17])[CH2:39][CH2:40]2)[S:33][CH:34]=1. (5) Reactant: [NH2:1][C:2]1[O:3][CH2:4][C@:5]2([N:28]=1)[C@H:18]1[C@@:13]([CH3:20])([CH2:14][CH2:15][C:16](=[O:19])[CH2:17]1)[O:12][C:11]1[C:6]2=[CH:7][C:8]([C:21]2[CH:22]=[N:23][CH:24]=[C:25]([Cl:27])[CH:26]=2)=[CH:9][CH:10]=1.CC(O)C.[BH4-].[Na+]. Product: [NH2:1][C:2]1[O:3][CH2:4][C@:5]2([N:28]=1)[C@H:18]1[C@@:13]([CH3:20])([CH2:14][CH2:15][CH:16]([OH:19])[CH2:17]1)[O:12][C:11]1[C:6]2=[CH:7][C:8]([C:21]2[CH:22]=[N:23][CH:24]=[C:25]([Cl:27])[CH:26]=2)=[CH:9][CH:10]=1. The catalyst class is: 2. (6) Reactant: [BH4-].[Na+].C[O:4][C:5]([C:7]1[CH:12]=[C:11]([Br:13])[CH:10]=[CH:9][N:8]=1)=O. Product: [Br:13][C:11]1[CH:10]=[CH:9][N:8]=[C:7]([CH2:5][OH:4])[CH:12]=1. The catalyst class is: 8. (7) The catalyst class is: 276. Reactant: Br[C:2]1[CH:3]=[C:4]([CH:19]=[CH:20][CH:21]=1)[C:5]([NH:7][C:8]1[CH:13]=[CH:12][C:11]([O:14][C:15]([F:18])([F:17])[F:16])=[CH:10][CH:9]=1)=[O:6].CC1(C)C(C)(C)OB([C:30]2[CH:31]=[N:32][CH:33]=[C:34]([CH:37]=2)[C:35]#[N:36])O1.C([O-])([O-])=O.[Na+].[Na+].O. Product: [C:35]([C:34]1[CH:37]=[C:30]([C:2]2[CH:3]=[C:4]([CH:19]=[CH:20][CH:21]=2)[C:5]([NH:7][C:8]2[CH:13]=[CH:12][C:11]([O:14][C:15]([F:18])([F:17])[F:16])=[CH:10][CH:9]=2)=[O:6])[CH:31]=[N:32][CH:33]=1)#[N:36]. (8) Reactant: Cl.Cl.Cl.[NH:4]1[CH2:9][CH2:8][CH:7]([N:10]2[CH2:13][C:12]([CH2:36][C:37]#[N:38])([N:14]3[CH:18]=[C:17]([C:19]4[C:20]5[CH:27]=[CH:26][N:25]([CH2:28][O:29][CH2:30][CH2:31][Si:32]([CH3:35])([CH3:34])[CH3:33])[C:21]=5[N:22]=[CH:23][N:24]=4)[CH:16]=[N:15]3)[CH2:11]2)[CH2:6][CH2:5]1.C(N(CC)CC)C.[F:46][C:47]1[CH:52]=[CH:51][C:50]([N:53]=[C:54]=[O:55])=[C:49]([C:56]([F:59])([F:58])[F:57])[CH:48]=1. Product: [C:37]([CH2:36][C:12]1([N:14]2[CH:18]=[C:17]([C:19]3[C:20]4[CH:27]=[CH:26][N:25]([CH2:28][O:29][CH2:30][CH2:31][Si:32]([CH3:34])([CH3:33])[CH3:35])[C:21]=4[N:22]=[CH:23][N:24]=3)[CH:16]=[N:15]2)[CH2:11][N:10]([CH:7]2[CH2:8][CH2:9][N:4]([C:54]([NH:53][C:50]3[CH:51]=[CH:52][C:47]([F:46])=[CH:48][C:49]=3[C:56]([F:58])([F:57])[F:59])=[O:55])[CH2:5][CH2:6]2)[CH2:13]1)#[N:38]. The catalyst class is: 7. (9) Product: [CH3:1][O:2][C:3]1[CH:8]=[CH:7][CH:6]=[CH:5][C:4]=1[C:9]1[C:17]2[C:12](=[N:13][CH:14]=[C:15]([C:18]3[CH:19]=[CH:20][C:21]([NH:29][C:30]4[CH:31]=[N:32][CH:33]=[N:34][CH:35]=4)=[C:22]([CH:28]=3)[C:23]([N:25]([CH3:26])[CH3:27])=[O:24])[CH:16]=2)[NH:11][CH:10]=1. The catalyst class is: 8. Reactant: [CH3:1][O:2][C:3]1[CH:8]=[CH:7][CH:6]=[CH:5][C:4]=1[C:9]1[C:17]2[C:12](=[N:13][CH:14]=[C:15]([C:18]3[CH:19]=[CH:20][C:21]([NH:29][C:30]4[CH:31]=[N:32][CH:33]=[N:34][CH:35]=4)=[C:22]([CH:28]=3)[C:23]([N:25]([CH3:27])[CH3:26])=[O:24])[CH:16]=2)[N:11](S(C2C=CC(C)=CC=2)(=O)=O)[CH:10]=1.[OH-].[K+].C(O)(=O)CC(CC(O)=O)(C(O)=O)O.